From a dataset of NCI-60 drug combinations with 297,098 pairs across 59 cell lines. Regression. Given two drug SMILES strings and cell line genomic features, predict the synergy score measuring deviation from expected non-interaction effect. (1) Drug 1: C1CCC(C1)C(CC#N)N2C=C(C=N2)C3=C4C=CNC4=NC=N3. Drug 2: CN1CCC(CC1)COC2=C(C=C3C(=C2)N=CN=C3NC4=C(C=C(C=C4)Br)F)OC. Cell line: K-562. Synergy scores: CSS=57.2, Synergy_ZIP=-0.0806, Synergy_Bliss=0.397, Synergy_Loewe=-16.7, Synergy_HSA=-1.71. (2) Drug 1: CC=C1C(=O)NC(C(=O)OC2CC(=O)NC(C(=O)NC(CSSCCC=C2)C(=O)N1)C(C)C)C(C)C. Drug 2: C1CN1C2=NC(=NC(=N2)N3CC3)N4CC4. Cell line: CCRF-CEM. Synergy scores: CSS=80.6, Synergy_ZIP=-0.508, Synergy_Bliss=-1.09, Synergy_Loewe=-0.516, Synergy_HSA=0.511. (3) Drug 1: C1=CC(=CC=C1CCC2=CNC3=C2C(=O)NC(=N3)N)C(=O)NC(CCC(=O)O)C(=O)O. Drug 2: C1CCC(CC1)NC(=O)N(CCCl)N=O. Cell line: BT-549. Synergy scores: CSS=16.0, Synergy_ZIP=-4.44, Synergy_Bliss=-0.998, Synergy_Loewe=-0.452, Synergy_HSA=0.598. (4) Drug 1: C1CCC(C1)C(CC#N)N2C=C(C=N2)C3=C4C=CNC4=NC=N3. Drug 2: COC1=C(C=C2C(=C1)N=CN=C2NC3=CC(=C(C=C3)F)Cl)OCCCN4CCOCC4. Cell line: MDA-MB-435. Synergy scores: CSS=18.4, Synergy_ZIP=9.00, Synergy_Bliss=13.0, Synergy_Loewe=3.48, Synergy_HSA=7.34. (5) Drug 1: CCCS(=O)(=O)NC1=C(C(=C(C=C1)F)C(=O)C2=CNC3=C2C=C(C=N3)C4=CC=C(C=C4)Cl)F. Drug 2: CC1=C(C(=O)C2=C(C1=O)N3CC4C(C3(C2COC(=O)N)OC)N4)N. Cell line: HCC-2998. Synergy scores: CSS=0.0410, Synergy_ZIP=1.61, Synergy_Bliss=-9.79, Synergy_Loewe=-34.5, Synergy_HSA=-18.4. (6) Drug 1: CN(CCCl)CCCl.Cl. Drug 2: C(CC(=O)O)C(=O)CN.Cl. Cell line: SK-OV-3. Synergy scores: CSS=11.3, Synergy_ZIP=-4.21, Synergy_Bliss=-0.134, Synergy_Loewe=-3.99, Synergy_HSA=-2.15.